From a dataset of Forward reaction prediction with 1.9M reactions from USPTO patents (1976-2016). Predict the product of the given reaction. (1) Given the reactants [CH:1]1([C:4]2[C:15]3[O:14][C:11]4([CH2:13][CH2:12]4)[CH2:10][C:9]([CH3:17])(C)[C:8]=3[CH:7]=[C:6]([C:18]#[CH:19])[CH:5]=2)[CH2:3][CH2:2]1.[CH2:20]([O:22][C:23](=[O:34])/[C:24](/[CH3:33])=[CH:25]/[C:26]1[CH:31]=[CH:30][C:29](I)=[CH:28][CH:27]=1)[CH3:21].[CH2:35](N(CC)CC)C, predict the reaction product. The product is: [CH2:20]([O:22][C:23](=[O:34])/[C:24](/[CH3:33])=[CH:25]/[C:26]1[CH:31]=[CH:30][C:29]([C:19]#[C:18][C:6]2[CH:5]=[C:4]([CH:1]3[CH2:3][CH2:2]3)[C:15]3[O:14][C:11]4([CH2:12][CH2:13]4)[C:10]([CH3:35])=[C:9]([CH3:17])[C:8]=3[CH:7]=2)=[CH:28][CH:27]=1)[CH3:21]. (2) The product is: [Cl:6][C:7]1[C:12]([C:13]([C:15]2[NH:16][CH:17]=[C:18]([S:2]([Cl:1])(=[O:5])=[O:3])[CH:19]=2)=[O:14])=[CH:11][CH:10]=[CH:9][N:8]=1. Given the reactants [Cl:1][S:2]([OH:5])(=O)=[O:3].[Cl:6][C:7]1[C:12]([C:13]([C:15]2[NH:16][CH:17]=[CH:18][CH:19]=2)=[O:14])=[CH:11][CH:10]=[CH:9][N:8]=1, predict the reaction product. (3) Given the reactants [F:1][C:2]([F:36])([F:35])[C:3]1[CH:8]=[C:7]([C:9]2[CH:14]=[CH:13][C:12]([C:15]([F:18])([F:17])[F:16])=[CH:11][CH:10]=2)[N:6]=[C:5]([C:19]2[CH:24]=[CH:23][N:22]=[C:21]([C:25]3[CH:26]=[C:27]([S:31]([NH2:34])(=[O:33])=[O:32])[CH:28]=[CH:29][CH:30]=3)[CH:20]=2)[N:4]=1.[C:37](O[C:37](=[O:40])[CH2:38][CH3:39])(=[O:40])[CH2:38][CH3:39].C(O)(=O)CC, predict the reaction product. The product is: [C:37]([NH:34][S:31]([C:27]1[CH:28]=[CH:29][CH:30]=[C:25]([C:21]2[CH:20]=[C:19]([C:5]3[N:4]=[C:3]([C:2]([F:1])([F:35])[F:36])[CH:8]=[C:7]([C:9]4[CH:10]=[CH:11][C:12]([C:15]([F:18])([F:17])[F:16])=[CH:13][CH:14]=4)[N:6]=3)[CH:24]=[CH:23][N:22]=2)[CH:26]=1)(=[O:33])=[O:32])(=[O:40])[CH2:38][CH3:39].